Task: Predict the product of the given reaction.. Dataset: Forward reaction prediction with 1.9M reactions from USPTO patents (1976-2016) (1) Given the reactants [C:1]([N:8]1[CH2:13][CH2:12][CH:11]([OH:14])[CH2:10][CH2:9]1)([O:3][C:4]([CH3:7])([CH3:6])[CH3:5])=[O:2].Cl[C:16]1[CH:21]=[CH:20][CH:19]=[C:18]([CH3:22])[N:17]=1.C(N1CCC(OC2C=CC=CN=2)CC1)(OC(C)(C)C)=O, predict the reaction product. The product is: [C:1]([N:8]1[CH2:13][CH2:12][CH:11]([O:14][C:16]2[CH:21]=[CH:20][CH:19]=[C:18]([CH3:22])[N:17]=2)[CH2:10][CH2:9]1)([O:3][C:4]([CH3:7])([CH3:6])[CH3:5])=[O:2]. (2) Given the reactants CC1C=CC(S(O[CH2:12][C@@H:13]2[O:19][C:18]3[C:20]([C:25]4[C:30]([Cl:31])=[CH:29][CH:28]=[CH:27][C:26]=4[Cl:32])=[CH:21][C:22]([F:24])=[CH:23][C:17]=3[CH2:16][CH2:15][CH2:14]2)(=O)=O)=CC=1.[N-:33]=[N+:34]=[N-:35].[Na+].C(OCC)(=O)C, predict the reaction product. The product is: [N:33]([CH2:12][C@@H:13]1[O:19][C:18]2[C:20]([C:25]3[C:30]([Cl:31])=[CH:29][CH:28]=[CH:27][C:26]=3[Cl:32])=[CH:21][C:22]([F:24])=[CH:23][C:17]=2[CH2:16][CH2:15][CH2:14]1)=[N+:34]=[N-:35].